Predict the reactants needed to synthesize the given product. From a dataset of Full USPTO retrosynthesis dataset with 1.9M reactions from patents (1976-2016). (1) Given the product [F:25][C:26]([F:31])([F:30])[C:27]([OH:29])=[O:28].[Cl:23][C:20]([Cl:21])([Cl:22])[C:18]1[O:17][N:16]=[C:15]([N:12]2[CH2:13][CH2:14][CH:9]([CH2:8][NH2:7])[CH2:10][CH2:11]2)[N:19]=1, predict the reactants needed to synthesize it. The reactants are: C(OC(=O)[NH:7][CH2:8][CH:9]1[CH2:14][CH2:13][N:12]([C:15]2[N:19]=[C:18]([C:20]([Cl:23])([Cl:22])[Cl:21])[O:17][N:16]=2)[CH2:11][CH2:10]1)(C)(C)C.[F:25][C:26]([F:31])([F:30])[C:27]([OH:29])=[O:28]. (2) Given the product [F:8][CH:7]([F:9])[N:5]1[N:4]=[N:3][C:2]([NH:1][C:24]([CH:22]2[C:23]3[CH:10]=[CH:11][CH:12]=[CH:13][C:14]=3[O:15][C:16]3[C:21]2=[CH:20][CH:19]=[CH:18][CH:17]=3)=[O:25])=[N:6]1, predict the reactants needed to synthesize it. The reactants are: [NH2:1][C:2]1[N:3]=[N:4][N:5]([CH:7]([F:9])[F:8])[N:6]=1.[CH:10]1[C:23]2[CH:22]([C:24](Cl)=[O:25])[C:21]3[C:16](=[CH:17][CH:18]=[CH:19][CH:20]=3)[O:15][C:14]=2[CH:13]=[CH:12][CH:11]=1. (3) Given the product [F:17][C:18]([F:31])([F:30])[S:19]([O:9][C:3]1[C:2]([F:1])=[CH:7][CH:6]=[C:5]([F:8])[N:4]=1)(=[O:21])=[O:20], predict the reactants needed to synthesize it. The reactants are: [F:1][C:2]1[C:3]([OH:9])=[N:4][C:5]([F:8])=[CH:6][CH:7]=1.C(N(CC)CC)C.[F:17][C:18]([F:31])([F:30])[S:19](O[S:19]([C:18]([F:31])([F:30])[F:17])(=[O:21])=[O:20])(=[O:21])=[O:20].C(OCC)(=O)C. (4) Given the product [Cl:1][C:2]1[N:3]=[CH:4][C:5]2[CH:10]=[CH:9][N:8]([CH2:28][CH:29]3[CH2:33][O:32][C:31]([CH3:35])([CH3:34])[O:30]3)[C:6]=2[N:7]=1, predict the reactants needed to synthesize it. The reactants are: [Cl:1][C:2]1[N:3]=[CH:4][C:5]2[CH:10]=[CH:9][NH:8][C:6]=2[N:7]=1.C(=O)([O-])[O-].[K+].[K+].CC1C=CC(S(O[CH2:28][CH:29]2[CH2:33][O:32][C:31]([CH3:35])([CH3:34])[O:30]2)(=O)=O)=CC=1. (5) Given the product [N:1]1([CH:8]([CH3:9])[CH2:7][C:6]([O:11][CH2:12][CH3:13])=[O:10])[CH:5]=[CH:4][CH:3]=[N:2]1, predict the reactants needed to synthesize it. The reactants are: [NH:1]1[CH:5]=[CH:4][CH:3]=[N:2]1.[C:6]([O:11][CH2:12][CH3:13])(=[O:10])/[CH:7]=[CH:8]/[CH3:9].C1CCN2C(=NCCC2)CC1. (6) Given the product [CH3:10][N:11]([CH2:12][C@@H:13]([C:15]1([OH:14])[CH2:20][CH2:19][CH2:18][CH2:17][CH2:16]1)[C:2]1[CH:7]=[CH:6][C:5]([O:8][CH3:9])=[CH:4][CH:3]=1)[CH3:21], predict the reactants needed to synthesize it. The reactants are: Br[C:2]1[CH:7]=[CH:6][C:5]([O:8][CH3:9])=[CH:4][CH:3]=1.[CH3:10][N:11]([CH3:21])[CH2:12][C@H:13]1[C:15]2([CH2:20][CH2:19][CH2:18][CH2:17][CH2:16]2)[O:14]1. (7) Given the product [F:46][C:43]([F:44])([F:45])[C:34]1[CH:35]=[C:36]([C:39]([F:40])([F:41])[F:42])[CH:37]=[CH:38][C:33]=1[CH2:32][CH2:31][CH2:30][O:29][C:25]1[CH:24]=[C:23]2[C:28](=[CH:27][CH:26]=1)[N:20]([C:18](=[O:19])[CH2:17][NH:9][CH2:8][CH2:7][C:6]([OH:47])=[O:5])[CH2:21][CH2:22]2, predict the reactants needed to synthesize it. The reactants are: C([O:5][C:6](=[O:47])[CH2:7][CH2:8][N:9]([CH2:17][C:18]([N:20]1[C:28]2[C:23](=[CH:24][C:25]([O:29][CH2:30][CH2:31][CH2:32][C:33]3[CH:38]=[CH:37][C:36]([C:39]([F:42])([F:41])[F:40])=[CH:35][C:34]=3[C:43]([F:46])([F:45])[F:44])=[CH:26][CH:27]=2)[CH2:22][CH2:21]1)=[O:19])C(OC(C)(C)C)=O)(C)(C)C.